Dataset: Reaction yield outcomes from USPTO patents with 853,638 reactions. Task: Predict the reaction yield, written as a fraction of the theoretical maximum amount of product (1.0 means a 100% yield; for example, 0.34 means a 34% yield). (1) The reactants are [CH2:1]([N:3]([CH2:6][C:7]1[CH:24]=[CH:23][C:10](/[CH:11]=[N:12]/[C:13]2[CH:21]=[CH:20][CH:19]=[C:18]3[C:14]=2[CH2:15][O:16][C:17]3=[O:22])=[CH:9][CH:8]=1)[CH2:4][CH3:5])[CH3:2].[Cl:25][C:26]1[CH:33]=[CH:32][C:29]([CH:30]=O)=[CH:28][CH:27]=1.[O-:34][CH2:35][CH3:36].[Na+].C(O)C. The catalyst is C(OCC)(=O)CC. The product is [Cl:25][C:26]1[CH:33]=[CH:32][C:29]([CH:30]2[C:35](=[O:34])[C:36]3[C:18]([C:17]([O:16][CH2:15][CH3:14])=[O:22])=[CH:19][CH:20]=[CH:21][C:13]=3[NH:12][CH:11]2[C:10]2[CH:23]=[CH:24][C:7]([CH2:6][N:3]([CH2:4][CH3:5])[CH2:1][CH3:2])=[CH:8][CH:9]=2)=[CH:28][CH:27]=1. The yield is 0.350. (2) The reactants are [CH3:1][O:2][C:3](=[O:20])[C:4]1[CH:9]=[C:8]([C:10]#[C:11][CH2:12][O:13][CH3:14])[C:7]([C:15]([F:18])([F:17])[F:16])=[CH:6][C:5]=1[NH2:19].[S-2].[Na+].[Na+].Cl.C[OH:26]. No catalyst specified. The product is [CH3:1][O:2][C:3](=[O:20])[C:4]1[CH:9]=[C:8]([C:10](=[O:26])[CH2:11][CH2:12][O:13][CH3:14])[C:7]([C:15]([F:17])([F:18])[F:16])=[CH:6][C:5]=1[NH2:19]. The yield is 0.130. (3) The reactants are C(OC([N:8]1[CH2:13][CH2:12][N:11]([CH2:14][CH2:15][CH2:16][O:17][C:18]2[CH:23]=[CH:22][C:21]([C:24]([N:26]3[CH2:35][C:34]4[CH:33]=[N:32][N:31]([CH3:36])[C:30]=4[NH:29][C:28]4[CH:37]=[CH:38][CH:39]=[CH:40][C:27]3=4)=[O:25])=[CH:20][C:19]=2[F:41])[CH2:10][CH2:9]1)=O)(C)(C)C.[ClH:42]. The catalyst is CO.O1CCOCC1. The product is [ClH:42].[ClH:42].[F:41][C:19]1[CH:20]=[C:21]([C:24]([N:26]2[CH2:35][C:34]3[CH:33]=[N:32][N:31]([CH3:36])[C:30]=3[NH:29][C:28]3[CH:37]=[CH:38][CH:39]=[CH:40][C:27]2=3)=[O:25])[CH:22]=[CH:23][C:18]=1[O:17][CH2:16][CH2:15][CH2:14][N:11]1[CH2:10][CH2:9][NH:8][CH2:13][CH2:12]1. The yield is 1.00. (4) The yield is 0.300. The product is [ClH:1].[F:43][C:44]1[CH:45]=[C:46]([NH:63][C:64]([NH:66][C:67](=[O:76])[CH2:68][C:69]2[CH:70]=[CH:71][C:72]([F:75])=[CH:73][CH:74]=2)=[S:65])[CH:47]=[CH:48][C:49]=1[O:50][C:51]1[C:56]2=[C:57]([CH3:62])[C:58]([O:60][CH2:61][CH2:21][N:22]3[CH2:27][CH2:26][O:25][CH2:24][CH2:23]3)=[CH:59][N:55]2[N:54]=[CH:53][N:52]=1. The reactants are [ClH:1].FC1C=C(NC(=O)CC(NC2C=CC(F)=CC=2)=O)C=CC=1OC1C2=C(C)C(OC[CH2:21][N:22]3[CH2:27][CH2:26][O:25][CH2:24][CH2:23]3)=CN2N=CN=1.[F:43][C:44]1[CH:45]=[C:46]([NH:63][C:64]([NH:66][C:67](=[O:76])[CH2:68][C:69]2[CH:74]=[CH:73][C:72]([F:75])=[CH:71][CH:70]=2)=[S:65])[CH:47]=[CH:48][C:49]=1[O:50][C:51]1[C:56]2=[C:57]([CH3:62])[C:58]([O:60][CH3:61])=[CH:59][N:55]2[N:54]=[CH:53][N:52]=1. The catalyst is C1COCC1. (5) The reactants are [CH3:1][C:2]1[N:7]=[C:6]([C:8]([OH:10])=O)[C:5]([N:11]2[N:15]=[CH:14][CH:13]=[N:12]2)=[CH:4][CH:3]=1.CN(C(ON1N=NC2C=CC=CC1=2)=[N+](C)C)C.F[P-](F)(F)(F)(F)F.Cl.[N:41]1[CH:46]=[CH:45][CH:44]=[C:43]([O:47][CH2:48][CH:49]2[CH2:54][CH:53]3[NH:55][CH:50]2[CH2:51][CH2:52]3)[N:42]=1.C([O-])(O)=O.[Na+]. The catalyst is CN(C=O)C.CCN(C(C)C)C(C)C. The product is [CH3:1][C:2]1[N:7]=[C:6]([C:8]([N:55]2[CH:53]3[CH2:52][CH2:51][CH:50]2[CH:49]([CH2:48][O:47][C:43]2[N:42]=[N:41][CH:46]=[CH:45][CH:44]=2)[CH2:54]3)=[O:10])[C:5]([N:11]2[N:15]=[CH:14][CH:13]=[N:12]2)=[CH:4][CH:3]=1. The yield is 0.280. (6) The reactants are [Cl:1][C:2]1[CH:7]=[N:6][C:5]([NH:8][NH2:9])=[CH:4][N:3]=1.[CH:10](=O)[CH:11]([CH3:13])[CH3:12].C(O)(=O)C.C(O)(=O)C.IC1C=CC=CC=1. The catalyst is C(Cl)Cl. The product is [Cl:1][C:2]1[N:3]=[CH:4][C:5]2[N:6]([C:10]([CH:11]([CH3:13])[CH3:12])=[N:9][N:8]=2)[CH:7]=1. The yield is 0.630. (7) The reactants are [O:1]([C:8]1[C:9]([NH:21][C:22]2[S:23][CH:24]=[C:25]([CH:27]3[CH2:32][CH2:31][NH:30][CH2:29][CH2:28]3)[N:26]=2)=[N:10][CH:11]=[C:12]([S:14][C:15]2[CH:20]=[CH:19][CH:18]=[CH:17][N:16]=2)[CH:13]=1)[C:2]1[CH:7]=[CH:6][CH:5]=[CH:4][CH:3]=1.[C:33]([O:37][C:38]([N-:40][S:41](N1C=CC(=[N+](C)C)C=C1)(=[O:43])=[O:42])=[O:39])([CH3:36])([CH3:35])[CH3:34].O. The catalyst is ClCCl. The product is [O:1]([C:8]1[C:9]([NH:21][C:22]2[S:23][CH:24]=[C:25]([CH:27]3[CH2:32][CH2:31][N:30]([S:41]([NH:40][C:38](=[O:39])[O:37][C:33]([CH3:35])([CH3:34])[CH3:36])(=[O:42])=[O:43])[CH2:29][CH2:28]3)[N:26]=2)=[N:10][CH:11]=[C:12]([S:14][C:15]2[CH:20]=[CH:19][CH:18]=[CH:17][N:16]=2)[CH:13]=1)[C:2]1[CH:7]=[CH:6][CH:5]=[CH:4][CH:3]=1. The yield is 0.754.